The task is: Predict the reactants needed to synthesize the given product.. This data is from Retrosynthesis with 50K atom-mapped reactions and 10 reaction types from USPTO. (1) Given the product CC#CCOc1ccc(O)cc1, predict the reactants needed to synthesize it. The reactants are: CC#CCBr.Oc1ccc(O)cc1. (2) Given the product CCOc1nc(C2CC2)c(C=NO)n1Cc1ccc(-c2ccccc2C(=O)OC(C)(C)C)cc1F, predict the reactants needed to synthesize it. The reactants are: CCOc1nc(C2CC2)c(C=O)n1Cc1ccc(-c2ccccc2C(=O)OC(C)(C)C)cc1F.NO.